Dataset: Reaction yield outcomes from USPTO patents with 853,638 reactions. Task: Predict the reaction yield, written as a fraction of the theoretical maximum amount of product (1.0 means a 100% yield; for example, 0.34 means a 34% yield). The product is [CH2:7]([C:10]1([S:13]([NH:16][C:20]2[C:21]3[O:25][CH:24]=[CH:23][C:22]=3[C:26]([F:29])=[C:27]([F:28])[C:19]=2[NH:18][C:30]2[CH:35]=[CH:34][C:33]([I:36])=[CH:32][C:31]=2[F:37])(=[O:15])=[O:14])[CH2:12][CH2:11]1)[CH:8]=[CH2:9]. The catalyst is C1COCC1.CCCCCC. The yield is 0.780. The reactants are C[Si](C)(C)[O-].[K+].[CH2:7]([C:10]1([S:13]([N:16]2[C:20]3[C:21]4[O:25][CH:24]=[CH:23][C:22]=4[C:26]([F:29])=[C:27]([F:28])[C:19]=3[N:18]([C:30]3[CH:35]=[CH:34][C:33]([I:36])=[CH:32][C:31]=3[F:37])C2=O)(=[O:15])=[O:14])[CH2:12][CH2:11]1)[CH:8]=[CH2:9].C(OCC)(=O)C.